This data is from Full USPTO retrosynthesis dataset with 1.9M reactions from patents (1976-2016). The task is: Predict the reactants needed to synthesize the given product. (1) Given the product [Cl:8][C:4]1[CH:5]=[C:6]([O:19][C:12]2[CH:13]=[CH:14][C:15]([N+:16]([O-:18])=[O:17])=[C:10]([F:9])[CH:11]=2)[N:7]=[CH:2][N:3]=1, predict the reactants needed to synthesize it. The reactants are: Cl[C:2]1[N:7]=[CH:6][CH:5]=[C:4]([Cl:8])[N:3]=1.[F:9][C:10]1[CH:11]=[C:12]([OH:19])[CH:13]=[CH:14][C:15]=1[N+:16]([O-:18])=[O:17].C(N(C(C)C)CC)(C)C. (2) Given the product [F:34][C:33]([F:36])([F:35])[S:30]([O:1][C:2]1[C:3]([C:12]([O:14][CH3:15])=[O:13])=[CH:4][CH:5]=[C:6]2[C:11]=1[N:10]=[CH:9][CH:8]=[CH:7]2)(=[O:32])=[O:31], predict the reactants needed to synthesize it. The reactants are: [OH:1][C:2]1[C:3]([C:12]([O:14][CH3:15])=[O:13])=[CH:4][CH:5]=[C:6]2[C:11]=1[N:10]=[CH:9][CH:8]=[CH:7]2.C(N(CC)CC)C.C1C=CC(N([S:30]([C:33]([F:36])([F:35])[F:34])(=[O:32])=[O:31])[S:30]([C:33]([F:36])([F:35])[F:34])(=[O:32])=[O:31])=CC=1.C([O-])(O)=O.[Na+].